The task is: Predict which catalyst facilitates the given reaction.. This data is from Catalyst prediction with 721,799 reactions and 888 catalyst types from USPTO. (1) Reactant: P(Cl)(Cl)(Cl)=O.[CH3:6][C:7]1[CH:15]=[CH:14][C:10]([C:11]([OH:13])=O)=[CH:9][C:8]=1[N:16]1[C:25](=[O:26])[C:24]2[C:19](=[CH:20][CH:21]=[C:22]([N:27]3[CH2:32][CH2:31][N:30]([CH3:33])[CH2:29][CH2:28]3)[CH:23]=2)[N:18]=[CH:17]1.[NH2:34][C:35]1[CH:39]=[CH:38][O:37][N:36]=1. Product: [O:37]1[CH:38]=[CH:39][C:35]([NH:34][C:11](=[O:13])[C:10]2[CH:14]=[CH:15][C:7]([CH3:6])=[C:8]([N:16]3[C:25](=[O:26])[C:24]4[C:19](=[CH:20][CH:21]=[C:22]([N:27]5[CH2:32][CH2:31][N:30]([CH3:33])[CH2:29][CH2:28]5)[CH:23]=4)[N:18]=[CH:17]3)[CH:9]=2)=[N:36]1. The catalyst class is: 17. (2) Reactant: [F:1][C:2]([F:14])([F:13])[O:3][C:4]1[CH:12]=[CH:11][C:7]([C:8]([OH:10])=O)=[CH:6][CH:5]=1.CN(C(ON1N=NC2C=CC=NC1=2)=[N+](C)C)C.F[P-](F)(F)(F)(F)F.CCN(C(C)C)C(C)C.[NH2:48][C:49]([CH3:67])([CH2:52][O:53][C:54]1[CH:55]=[CH:56][C:57]2[CH2:61][O:60][B:59]([OH:62])[C:58]=2[C:63]=1[N+:64]([O-])=O)[C:50]#[N:51]. Product: [NH2:64][C:63]1[C:58]2[B:59]([OH:62])[O:60][CH2:61][C:57]=2[CH:56]=[CH:55][C:54]=1[O:53][CH2:52][C:49]([NH:48][C:8](=[O:10])[C:7]1[CH:6]=[CH:5][C:4]([O:3][C:2]([F:1])([F:14])[F:13])=[CH:12][CH:11]=1)([C:50]#[N:51])[CH3:67]. The catalyst class is: 3. (3) Reactant: [CH:1]1([C@H:5]([NH:11][C:12]2[N:20]=[C:19]([C:21]([O:23][CH3:24])=[O:22])[N:18]=[C:17]3[C:13]=2[N:14]([CH2:32][C:33]2[CH:38]=[CH:37][C:36]([C:39]([F:42])([F:41])[F:40])=[CH:35][CH:34]=2)[C:15]([C:25]2[CH:30]=[CH:29][CH:28]=[C:27]([CH3:31])[CH:26]=2)=[N:16]3)[CH2:6][CH2:7][C:8](O)=[O:9])[CH2:4][CH2:3][CH2:2]1.C(=O)([O-])[O-].[NH4+].[NH4+].CC[N:51]=C=NCCCN(C)C.Cl.C(N(CC)CC)C. Product: [NH2:51][C:8](=[O:9])[CH2:7][CH2:6][C@@H:5]([NH:11][C:12]1[N:20]=[C:19]([C:21]([O:23][CH3:24])=[O:22])[N:18]=[C:17]2[C:13]=1[N:14]([CH2:32][C:33]1[CH:34]=[CH:35][C:36]([C:39]([F:40])([F:41])[F:42])=[CH:37][CH:38]=1)[C:15]([C:25]1[CH:30]=[CH:29][CH:28]=[C:27]([CH3:31])[CH:26]=1)=[N:16]2)[CH:1]1[CH2:2][CH2:3][CH2:4]1. The catalyst class is: 64. (4) Reactant: [Br:1][C:2]1[CH:3]=[CH:4][C:5]2[C:6]3[N:14]=[C:13](Cl)[N:12]=[C:11]([N:16]4[CH2:21][CH2:20][NH:19][CH2:18][CH2:17]4)[C:7]=3[NH:8][C:9]=2[CH:10]=1.[CH3:22][CH2:23][O-:24].[Na+]. Product: [Br:1][C:2]1[CH:3]=[CH:4][C:5]2[C:6]3[N:14]=[C:13]([O:24][CH2:23][CH3:22])[N:12]=[C:11]([N:16]4[CH2:21][CH2:20][NH:19][CH2:18][CH2:17]4)[C:7]=3[NH:8][C:9]=2[CH:10]=1. The catalyst class is: 14. (5) Reactant: C(N(CC)CC)C.[CH3:8][N:9]([CH3:14])[S:10](Cl)(=[O:12])=[O:11].ClCCl.[CH2:18]([O:25][CH2:26][N:27]1[C:32](=[O:33])[C:31]2=[N:34][CH:35]=[N:36][C:30]2=[CH:29][NH:28]1)[C:19]1[CH:24]=[CH:23][CH:22]=[CH:21][CH:20]=1. Product: [CH3:8][N:9]([CH3:14])[S:10]([N:36]1[C:30]2[CH:29]=[N:28][N:27]([CH2:26][O:25][CH2:18][C:19]3[CH:24]=[CH:23][CH:22]=[CH:21][CH:20]=3)[C:32](=[O:33])[C:31]=2[N:34]=[CH:35]1)(=[O:12])=[O:11]. The catalyst class is: 768. (6) Reactant: [C:1]([O:4][C:5]1[CH:10]=[C:9]([N+:11]([O-:13])=[O:12])[CH:8]=[CH:7][C:6]=1[CH2:14]Br)(=[O:3])[CH3:2].[C:16]1(=[O:26])[NH:20][C:19](=[O:21])[C:18]2=[CH:22][CH:23]=[CH:24][CH:25]=[C:17]12.[K].C1OCCOCCOCCOCCOCCOC1. Product: [C:1]([O:4][C:5]1[CH:10]=[C:9]([N+:11]([O-:13])=[O:12])[CH:8]=[CH:7][C:6]=1[CH2:14][N:20]1[C:19](=[O:21])[C:18]2=[CH:22][CH:23]=[CH:24][CH:25]=[C:17]2[C:16]1=[O:26])(=[O:3])[CH3:2]. The catalyst class is: 93. (7) Reactant: [NH4+:1].C([O-])(=O)C.ClC(Cl)(Cl)[C:8]([NH:10][C:11]1[CH:16]=[CH:15][C:14]([C:17](=[O:26])[C:18]2[CH:23]=[CH:22][C:21]([O:24][CH3:25])=[CH:20][CH:19]=2)=[CH:13][C:12]=1[C:27](=O)[C:28]1[CH:33]=[CH:32][CH:31]=[C:30]([Cl:34])[CH:29]=1)=[O:9]. Product: [Cl:34][C:30]1[CH:29]=[C:28]([C:27]2[C:12]3[C:11](=[CH:16][CH:15]=[C:14]([C:17](=[O:26])[C:18]4[CH:19]=[CH:20][C:21]([O:24][CH3:25])=[CH:22][CH:23]=4)[CH:13]=3)[NH:10][C:8](=[O:9])[N:1]=2)[CH:33]=[CH:32][CH:31]=1. The catalyst class is: 16.